From a dataset of Full USPTO retrosynthesis dataset with 1.9M reactions from patents (1976-2016). Predict the reactants needed to synthesize the given product. Given the product [CH3:6][CH:7]([CH:13]([CH2:16][CH2:17][CH:18]([CH3:24])[CH2:19][C:20]([CH3:21])([CH3:23])[CH3:22])[CH2:14][O:15][P:1]([Cl:5])([Cl:3])=[O:2])[CH2:8][C:9]([CH3:10])([CH3:11])[CH3:12], predict the reactants needed to synthesize it. The reactants are: [P:1]([Cl:5])(Cl)([Cl:3])=[O:2].[CH3:6][CH:7]([CH:13]([CH2:16][CH2:17][CH:18]([CH3:24])[CH2:19][C:20]([CH3:23])([CH3:22])[CH3:21])[CH2:14][OH:15])[CH2:8][C:9]([CH3:12])([CH3:11])[CH3:10].C(N(CC)CC)C.